Dataset: Full USPTO retrosynthesis dataset with 1.9M reactions from patents (1976-2016). Task: Predict the reactants needed to synthesize the given product. (1) Given the product [CH3:1][CH:2]([CH3:14])[CH2:3][CH:4]([CH:5]([C:6]([O:8][CH3:9])=[O:7])[C:10]([O:12][CH3:13])=[O:11])[CH2:18][N+:15]([O-:17])=[O:16], predict the reactants needed to synthesize it. The reactants are: [CH3:1][CH:2]([CH3:14])[CH2:3][CH:4]=[C:5]([C:10]([O:12][CH3:13])=[O:11])[C:6]([O:8][CH3:9])=[O:7].[N+:15]([CH3:18])([O-:17])=[O:16]. (2) Given the product [N:1]1([C:11]2[CH:19]=[CH:18][C:14]([C:15]([O:17][CH3:25])=[O:16])=[CH:13][CH:12]=2)[C:10]2[C:5](=[CH:6][CH:7]=[CH:8][CH:9]=2)[NH:4][CH2:3][CH2:2]1, predict the reactants needed to synthesize it. The reactants are: [N:1]1([C:11]2[CH:19]=[CH:18][C:14]([C:15]([OH:17])=[O:16])=[CH:13][CH:12]=2)[C:10]2[C:5](=[CH:6][CH:7]=[CH:8][CH:9]=2)[NH:4][CH2:3][CH2:2]1.S(=O)(=O)(O)O.[CH3:25]O. (3) Given the product [C:1]([NH:5][S:6]([CH2:9][CH2:10][CH2:11][CH2:12][O:13][C:14](=[O:16])[CH3:15])(=[O:7])=[O:8])([CH3:4])([CH3:3])[CH3:2], predict the reactants needed to synthesize it. The reactants are: [C:1]([NH:5][S:6]([CH2:9][CH2:10][CH2:11][CH2:12][OH:13])(=[O:8])=[O:7])([CH3:4])([CH3:3])[CH3:2].[C:14](OC(=O)C)(=[O:16])[CH3:15]. (4) Given the product [CH3:11][N:12]([CH3:13])[C:7]([C:6]1[CH:5]=[C:4]([CH3:10])[O:3][C:2]=1[CH3:1])=[O:8], predict the reactants needed to synthesize it. The reactants are: [CH3:1][C:2]1[O:3][C:4]([CH3:10])=[CH:5][C:6]=1[C:7](Cl)=[O:8].[CH3:11][NH:12][CH3:13].O1CCOCC1. (5) Given the product [NH2:25][CH2:24][C:23]([NH:22][C@H:12]1[CH2:13][CH2:14][C@@H:15]([N:17]([CH:19]([CH3:20])[CH3:21])[CH3:18])[CH2:16][C@H:11]1[CH:8]([CH3:10])[CH3:9])=[O:36], predict the reactants needed to synthesize it. The reactants are: FC(F)(F)C(O)=O.[CH:8]([C@@H:11]1[CH2:16][C@H:15]([N:17]([CH:19]([CH3:21])[CH3:20])[CH3:18])[CH2:14][CH2:13][C@@H:12]1[NH:22][C:23](=[O:36])[CH2:24][NH:25]C(=O)OCC1C=CC=CC=1)([CH3:10])[CH3:9]. (6) Given the product [C:1]1([C:11]([NH:14][C:15]2[C:16]([C:21]([NH:23][CH2:24][CH:25]3[CH2:26][CH2:27][O:28][CH2:29][CH2:30]3)=[O:22])=[N:17][CH:18]=[CH:19][CH:20]=2)=[O:12])[C:10]2[CH2:9][CH2:8][CH2:7][CH2:6][C:5]=2[CH:4]=[CH:3][CH:2]=1, predict the reactants needed to synthesize it. The reactants are: [C:1]1([C:11](Cl)=[O:12])[C:10]2[CH2:9][CH2:8][CH2:7][CH2:6][C:5]=2[CH:4]=[CH:3][CH:2]=1.[NH2:14][C:15]1[C:16]([C:21]([NH:23][CH2:24][CH:25]2[CH2:30][CH2:29][O:28][CH2:27][CH2:26]2)=[O:22])=[N:17][CH:18]=[CH:19][CH:20]=1.